Dataset: Cav3 T-type calcium channel HTS with 100,875 compounds. Task: Binary Classification. Given a drug SMILES string, predict its activity (active/inactive) in a high-throughput screening assay against a specified biological target. (1) The molecule is O1C(OCC)C(C(C=C1C(=O)NC1CC1)c1ccccc1)CCCO. The result is 0 (inactive). (2) The compound is S(C(C(Cn1ncnc1)C(=O)c1ccccc1)c1ccccc1)c1ccccc1. The result is 0 (inactive). (3) The compound is O(CC(O)CCC(=O)NN)CCCCC. The result is 0 (inactive).